From a dataset of Peptide-MHC class I binding affinity with 185,985 pairs from IEDB/IMGT. Regression. Given a peptide amino acid sequence and an MHC pseudo amino acid sequence, predict their binding affinity value. This is MHC class I binding data. (1) The peptide sequence is ILQDRIRMY. The MHC is HLA-A02:03 with pseudo-sequence HLA-A02:03. The binding affinity (normalized) is 0.0847. (2) The peptide sequence is SQYDPKELL. The MHC is BoLA-HD6 with pseudo-sequence BoLA-HD6. The binding affinity (normalized) is 0.719. (3) The peptide sequence is VAMSLTVGA. The MHC is HLA-A68:02 with pseudo-sequence HLA-A68:02. The binding affinity (normalized) is 0.533.